Predict which catalyst facilitates the given reaction. From a dataset of Catalyst prediction with 721,799 reactions and 888 catalyst types from USPTO. (1) Reactant: [H-].[Na+].[Cl:3][C:4]1[CH:9]=[CH:8][CH:7]=[C:6]([Cl:10])[C:5]=1[C:11]1[C:15]([CH2:16][O:17][C:18]2[CH:19]=[C:20]3[C:24](=[CH:25][CH:26]=2)[NH:23][CH:22]=[CH:21]3)=[C:14]([CH:27]([CH3:29])[CH3:28])[O:13][N:12]=1.Br[CH2:31][C:32]1[N:37]=[C:36]([C:38]([O:40][CH3:41])=[O:39])[CH:35]=[CH:34][CH:33]=1. Product: [Cl:3][C:4]1[CH:9]=[CH:8][CH:7]=[C:6]([Cl:10])[C:5]=1[C:11]1[C:15]([CH2:16][O:17][C:18]2[CH:19]=[C:20]3[C:24](=[CH:25][CH:26]=2)[N:23]([CH2:31][C:32]2[N:37]=[C:36]([C:38]([O:40][CH3:41])=[O:39])[CH:35]=[CH:34][CH:33]=2)[CH:22]=[CH:21]3)=[C:14]([CH:27]([CH3:29])[CH3:28])[O:13][N:12]=1. The catalyst class is: 9. (2) Reactant: [H-].[Al+3].[Li+].[H-].[H-].[H-].[C:7]([C:9]1[CH:10]=[C:11]([C:15]2[CH:16]=[C:17]3[C:21](=[CH:22][CH:23]=2)[CH2:20][CH:19]([NH:24][S:25]([CH:28]([CH3:30])[CH3:29])(=[O:27])=[O:26])[CH2:18]3)[CH:12]=[CH:13][CH:14]=1)#[N:8]. Product: [NH2:8][CH2:7][C:9]1[CH:10]=[C:11]([C:15]2[CH:16]=[C:17]3[C:21](=[CH:22][CH:23]=2)[CH2:20][CH:19]([NH:24][S:25]([CH:28]([CH3:30])[CH3:29])(=[O:27])=[O:26])[CH2:18]3)[CH:12]=[CH:13][CH:14]=1. The catalyst class is: 7. (3) Reactant: C(N(C(C)C)CC)(C)C.Cl[C:11]1[N:16]=[C:15]([NH:17][C:18]2[CH:23]=[CH:22][C:21]([O:24][CH3:25])=[CH:20][CH:19]=2)[C:14]([N+:26]([O-:28])=[O:27])=[CH:13][N:12]=1.[C:29]1([N:35]2[CH:39]=[C:38]([NH2:40])[CH:37]=[N:36]2)[CH:34]=[CH:33][CH:32]=[CH:31][CH:30]=1.O. Product: [CH3:25][O:24][C:21]1[CH:22]=[CH:23][C:18]([NH:17][C:15]2[C:14]([N+:26]([O-:28])=[O:27])=[CH:13][N:12]=[C:11]([NH:40][C:38]3[CH:37]=[N:36][N:35]([C:29]4[CH:34]=[CH:33][CH:32]=[CH:31][CH:30]=4)[CH:39]=3)[N:16]=2)=[CH:19][CH:20]=1. The catalyst class is: 12. (4) Reactant: [I:1]Cl.[NH2:3][C:4]1[CH:11]=[CH:10][CH:9]=[CH:8][C:5]=1[C:6]#[N:7].O. Product: [NH2:3][C:4]1[CH:11]=[CH:10][C:9]([I:1])=[CH:8][C:5]=1[C:6]#[N:7]. The catalyst class is: 52. (5) Product: [Br:43][C:27]1[CH:28]=[C:29]([C:33]([F:42])([C:34]([F:35])([F:36])[F:37])[C:38]([F:39])([F:40])[F:41])[CH:30]=[C:31]([Cl:32])[C:26]=1[NH:4][C:5]([C:7]1[C:8]([O:24][CH3:25])=[C:9]([N:13]([CH2:22][CH3:23])[C:14]([C:16]2[CH:17]=[CH:18][N:19]=[CH:20][CH:21]=2)=[O:15])[CH:10]=[CH:11][CH:12]=1)=[O:6]. Reactant: C([N:4]([C:26]1[C:31]([Cl:32])=[CH:30][C:29]([C:33]([F:42])([C:38]([F:41])([F:40])[F:39])[C:34]([F:37])([F:36])[F:35])=[CH:28][C:27]=1[Br:43])[C:5]([C:7]1[C:8]([O:24][CH3:25])=[C:9]([N:13]([CH2:22][CH3:23])[C:14]([C:16]2[CH:21]=[CH:20][N:19]=[CH:18][CH:17]=2)=[O:15])[CH:10]=[CH:11][CH:12]=1)=[O:6])(=O)C.[OH-].[Na+]. The catalyst class is: 299. (6) Reactant: [H-].[Na+].[N:3]([CH2:6][C:7]1([OH:29])[CH:13]([C:14]2[CH:19]=[CH:18][C:17]([Cl:20])=[C:16]([Cl:21])[CH:15]=2)[O:12][CH2:11][CH2:10][N:9]([C:22]([O:24][C:25]([CH3:28])([CH3:27])[CH3:26])=[O:23])[CH2:8]1)=[N+:4]=[N-:5].[CH3:30]I.O. Product: [N:3]([CH2:6][C:7]1([O:29][CH3:30])[CH:13]([C:14]2[CH:19]=[CH:18][C:17]([Cl:20])=[C:16]([Cl:21])[CH:15]=2)[O:12][CH2:11][CH2:10][N:9]([C:22]([O:24][C:25]([CH3:26])([CH3:28])[CH3:27])=[O:23])[CH2:8]1)=[N+:4]=[N-:5]. The catalyst class is: 3. (7) Reactant: [F:1][C:2]1[CH:3]=[C:4]2[C:16](=[CH:17][CH:18]=1)[NH:15][C:14]1[CH2:13][C:8]3(OCC[O:9]3)[CH2:7][CH2:6][C:5]2=1.C. Product: [F:1][C:2]1[CH:3]=[C:4]2[C:16](=[CH:17][CH:18]=1)[NH:15][C:14]1[CH2:13][C:8](=[O:9])[CH2:7][CH2:6][C:5]2=1. The catalyst class is: 5. (8) Reactant: [Br:1][C:2]1[CH:3]=[CH:4][C:5]([OH:10])=[C:6]([CH:9]=1)[C:7]#[N:8].[C:11]([O:15][C:16]([N:18]1[CH2:23][CH2:22][CH:21]([N:24]2[C:28]3=[N:29][CH:30]=[N:31][C:32](Cl)=[C:27]3[CH:26]=[N:25]2)[CH2:20][CH2:19]1)=[O:17])([CH3:14])([CH3:13])[CH3:12].C(=O)([O-])[O-].[K+].[K+].C(=O)([O-])[O-].[Na+].[Na+]. Product: [C:11]([O:15][C:16]([N:18]1[CH2:19][CH2:20][CH:21]([N:24]2[C:28]3=[N:29][CH:30]=[N:31][C:32]([O:10][C:5]4[CH:4]=[CH:3][C:2]([Br:1])=[CH:9][C:6]=4[C:7]#[N:8])=[C:27]3[CH:26]=[N:25]2)[CH2:22][CH2:23]1)=[O:17])([CH3:14])([CH3:12])[CH3:13]. The catalyst class is: 9. (9) Reactant: N12CCCN=C1CCCCC2.[F:12][C:13]([F:30])([C:18]1[CH:23]=[CH:22][N:21]=[C:20]([C:24]2[NH:25][O:26][C:27](=[O:29])[N:28]=2)[CH:19]=1)[C:14]([F:17])([F:16])[F:15].[N:31]1([C:36](Cl)=[O:37])[CH2:35][CH2:34][CH2:33][CH2:32]1. Product: [N:31]1([C:36]([N:28]2[C:27](=[O:29])[O:26][N:25]=[C:24]2[C:20]2[CH:19]=[C:18]([C:13]([F:12])([F:30])[C:14]([F:15])([F:17])[F:16])[CH:23]=[CH:22][N:21]=2)=[O:37])[CH2:35][CH2:34][CH2:33][CH2:32]1. The catalyst class is: 17.